Dataset: Full USPTO retrosynthesis dataset with 1.9M reactions from patents (1976-2016). Task: Predict the reactants needed to synthesize the given product. (1) Given the product [N:1]1[CH:6]=[CH:5][CH:4]=[C:3]([C:7]2[CH:8]=[C:9]3[C:15]([C:29]4[CH:30]=[C:31]([CH:35]=[CH:36][N:37]=4)[C:32]([NH2:34])=[O:33])=[N:14][NH:13][C:10]3=[CH:11][N:12]=2)[CH:2]=1, predict the reactants needed to synthesize it. The reactants are: [N:1]1[CH:6]=[CH:5][CH:4]=[C:3]([C:7]2[CH:8]=[C:9]3[C:15]([Sn](C)(C)C)=[N:14][N:13](COCC[Si](C)(C)C)[C:10]3=[CH:11][N:12]=2)[CH:2]=1.Br[C:29]1[CH:30]=[C:31]([CH:35]=[CH:36][N:37]=1)[C:32]([NH2:34])=[O:33]. (2) The reactants are: [CH3:1][O:2][C:3]1[CH:4]=[C:5]([OH:12])[C:6](=[CH:10][CH:11]=1)[C:7]([OH:9])=O.O[NH:14][C:15]([C:17]1[C:22]([C:23]([F:26])([F:25])[F:24])=[CH:21][CH:20]=[CH:19][N:18]=1)=[NH:16]. Given the product [CH3:1][O:2][C:3]1[CH:11]=[CH:10][C:6]([C:7]2[O:9][N:16]=[C:15]([C:17]3[C:22]([C:23]([F:26])([F:24])[F:25])=[CH:21][CH:20]=[CH:19][N:18]=3)[N:14]=2)=[C:5]([OH:12])[CH:4]=1, predict the reactants needed to synthesize it. (3) Given the product [Br:6][C:7]1[CH:8]=[C:9]([C:20]([O:22][CH3:23])=[O:21])[C:10]2[C:11]([CH:27]=[O:36])=[CH:12][N:13]([CH:16]([CH2:18][CH3:19])[CH3:17])[C:14]=2[CH:15]=1, predict the reactants needed to synthesize it. The reactants are: O=P(Cl)(Cl)Cl.[Br:6][C:7]1[CH:8]=[C:9]([C:20]([O:22][CH3:23])=[O:21])[C:10]2[CH:11]=[CH:12][N:13]([CH:16]([CH2:18][CH3:19])[CH3:17])[C:14]=2[CH:15]=1.NCC1[C:27](=[O:36])NC(C)=CC=1CCC.[OH-].[Na+]. (4) Given the product [F:13][C:10]1[CH:11]=[CH:12][C:4]2[N:5]([CH:9]=1)[C:6](=[O:8])[CH:7]=[C:2]([C:22]1[CH:23]=[C:24]3[CH:30]=[CH:29][NH:28][C:25]3=[N:26][CH:27]=1)[N:3]=2, predict the reactants needed to synthesize it. The reactants are: Cl[C:2]1[N:3]=[C:4]2[CH:12]=[CH:11][C:10]([F:13])=[CH:9][N:5]2[C:6](=[O:8])[CH:7]=1.CC1(C)C(C)(C)OB([C:22]2[CH:23]=[C:24]3[CH:30]=[CH:29][NH:28][C:25]3=[N:26][CH:27]=2)O1.C([O-])([O-])=O.[K+].[K+]. (5) Given the product [CH3:21][N:18]1[C:19](=[O:20])[N:15]([C:9]2[CH:10]=[CH:11][CH:12]=[C:13]([CH3:14])[C:8]=2[CH2:7][O:6][C:3]2[CH:4]=[CH:5][N:1]([C:23]3[NH:22][C:30]4[C:25]([CH:24]=3)=[CH:26][CH:27]=[CH:28][CH:29]=4)[N:2]=2)[N:16]=[N:17]1, predict the reactants needed to synthesize it. The reactants are: [NH:1]1[CH:5]=[CH:4][C:3]([O:6][CH2:7][C:8]2[C:13]([CH3:14])=[CH:12][CH:11]=[CH:10][C:9]=2[N:15]2[C:19](=[O:20])[N:18]([CH3:21])[N:17]=[N:16]2)=[N:2]1.[NH:22]1[C:30]2[C:25](=[CH:26][CH:27]=[CH:28][CH:29]=2)[CH:24]=[CH:23]1.II.C([O-])=O.[NH4+].